Predict the reaction yield, written as a fraction of the theoretical maximum amount of product (1.0 means a 100% yield; for example, 0.34 means a 34% yield). From a dataset of Reaction yield outcomes from USPTO patents with 853,638 reactions. The reactants are [NH2:1][C:2]1[S:6][C:5]([S:7][C:8]2[C:17]3[C:12](=[CH:13][C:14]([O:21][CH3:22])=[C:15]([C:18]([NH2:20])=[O:19])[CH:16]=3)[N:11]=[CH:10][CH:9]=2)=[CH:4][CH:3]=1.[C:23]1([N:29]=[C:30]=[O:31])[CH:28]=[CH:27][CH:26]=[CH:25][CH:24]=1.O. The catalyst is CN(C)C=O.C(OCC)(=O)C.CCCCCC. The product is [CH3:22][O:21][C:14]1[CH:13]=[C:12]2[C:17]([C:8]([S:7][C:5]3[S:6][C:2]([NH:1][C:30]([NH:29][C:23]4[CH:28]=[CH:27][CH:26]=[CH:25][CH:24]=4)=[O:31])=[CH:3][CH:4]=3)=[CH:9][CH:10]=[N:11]2)=[CH:16][C:15]=1[C:18]([NH2:20])=[O:19]. The yield is 0.370.